This data is from hERG Central: cardiac toxicity at 1µM, 10µM, and general inhibition. The task is: Predict hERG channel inhibition at various concentrations. (1) The molecule is CCOC(=O)N1CCC(N2Cc3cccc(C(=O)Nc4c(C)cccc4CC)c3C2=O)CC1. Results: hERG_inhib (hERG inhibition (general)): blocker. (2) The drug is COc1ccc(Nc2nc(NCCN3CCOCC3)nc(Nc3ccc(OC)cc3)n2)cc1. Results: hERG_inhib (hERG inhibition (general)): blocker.